Predict the product of the given reaction. From a dataset of Forward reaction prediction with 1.9M reactions from USPTO patents (1976-2016). (1) Given the reactants Br[C:2]1[CH:3]=[C:4]([CH:25]=[CH:26][N:27]=1)[C:5]([NH:7][C:8]1[S:9][C:10]2[C:16]([N:17]([CH2:19][CH2:20][O:21][CH3:22])[CH3:18])=[CH:15][CH:14]=[C:13]([O:23][CH3:24])[C:11]=2[N:12]=1)=[O:6].[NH:28]1[CH2:33][CH2:32][O:31][CH2:30][CH2:29]1.C(=O)([O-])[O-].[Cs+].[Cs+], predict the reaction product. The product is: [CH3:24][O:23][C:13]1[C:11]2[N:12]=[C:8]([NH:7][C:5](=[O:6])[C:4]3[CH:25]=[CH:26][N:27]=[C:2]([N:28]4[CH2:33][CH2:32][O:31][CH2:30][CH2:29]4)[CH:3]=3)[S:9][C:10]=2[C:16]([N:17]([CH2:19][CH2:20][O:21][CH3:22])[CH3:18])=[CH:15][CH:14]=1. (2) Given the reactants [Cl:1][C:2]1[CH:3]=[C:4]([C:12]2[O:16][N:15]=[C:14]([C:17]3[CH:18]=[C:19]4[C:23](=[CH:24][C:25]=3[CH3:26])[N:22]([CH2:27][CH2:28][CH2:29][C:30]([O:32]CC)=[O:31])[N:21]=[CH:20]4)[N:13]=2)[CH:5]=[N:6][C:7]=1[O:8][CH:9]([CH3:11])[CH3:10].[OH-].[Na+].CO.Cl, predict the reaction product. The product is: [Cl:1][C:2]1[CH:3]=[C:4]([C:12]2[O:16][N:15]=[C:14]([C:17]3[CH:18]=[C:19]4[C:23](=[CH:24][C:25]=3[CH3:26])[N:22]([CH2:27][CH2:28][CH2:29][C:30]([OH:32])=[O:31])[N:21]=[CH:20]4)[N:13]=2)[CH:5]=[N:6][C:7]=1[O:8][CH:9]([CH3:10])[CH3:11]. (3) Given the reactants Cl.[SH:2][CH2:3][CH2:4][NH2:5].C(=O)([O-])[O-].[K+].[K+].[C:12](Cl)(=[O:17])[CH2:13][CH2:14][CH2:15][CH3:16].ClCCl, predict the reaction product. The product is: [SH:2][CH2:3][CH2:4][NH:5][C:12](=[O:17])[CH2:13][CH2:14][CH2:15][CH3:16]. (4) Given the reactants Br[CH2:2][C:3]([C:5]1[C:6](=[O:15])[NH:7][C:8]([CH:12]([CH3:14])[CH3:13])=[C:9]([CH3:11])[CH:10]=1)=O.[C:16]1([S:22]([CH2:25][C:26](=[S:28])[NH2:27])(=[O:24])=[O:23])[CH:21]=[CH:20][CH:19]=[CH:18][CH:17]=1, predict the reaction product. The product is: [C:16]1([S:22]([CH2:25][C:26]2[S:28][CH:2]=[C:3]([C:5]3[C:6](=[O:15])[NH:7][C:8]([CH:12]([CH3:14])[CH3:13])=[C:9]([CH3:11])[CH:10]=3)[N:27]=2)(=[O:23])=[O:24])[CH:17]=[CH:18][CH:19]=[CH:20][CH:21]=1.